Dataset: Forward reaction prediction with 1.9M reactions from USPTO patents (1976-2016). Task: Predict the product of the given reaction. (1) Given the reactants OO.[F:3][C:4]([F:19])([F:18])[C:5]1[C:10]([F:11])=[C:9]([O:12][CH2:13][CH3:14])[CH:8]=[CH:7][C:6]=1B(O)O.S([O-])(O)=[O:21].[Na+], predict the reaction product. The product is: [F:3][C:4]([F:19])([F:18])[C:5]1[C:10]([F:11])=[C:9]([O:12][CH2:13][CH3:14])[CH:8]=[CH:7][C:6]=1[OH:21]. (2) Given the reactants [CH3:1][O:2][C:3]1[CH:21]=[C:20]2[C:6]([C:7](=[O:23])[C:8](=[O:22])[C:9]3[S:19][CH2:18][C:12]4([CH2:17][CH2:16][NH:15][CH2:14][CH2:13]4)[O:11][C:10]=32)=[CH:5][CH:4]=1.[CH2:24]([C@H:31]1[CH2:33][O:32]1)[C:25]1[CH:30]=[CH:29][CH:28]=[CH:27][CH:26]=1, predict the reaction product. The product is: [OH:32][C@@H:31]([CH2:24][C:25]1[CH:30]=[CH:29][CH:28]=[CH:27][CH:26]=1)[CH2:33][N:15]1[CH2:16][CH2:17][C:12]2([O:11][C:10]3[C:20]4[C:6]([C:7](=[O:23])[C:8](=[O:22])[C:9]=3[S:19][CH2:18]2)=[CH:5][CH:4]=[C:3]([O:2][CH3:1])[CH:21]=4)[CH2:13][CH2:14]1. (3) Given the reactants [CH:1]([CH:9]1[C:14](=[O:15])[O:13][C:11](=O)[CH2:10]1)=[CH:2][CH2:3][CH2:4][CH2:5][CH2:6][CH2:7][CH3:8].[CH3:16][C:17]1([CH3:26])[CH2:22][CH:21]([NH2:23])[CH2:20][C:19]([CH3:25])([CH3:24])[NH:18]1, predict the reaction product. The product is: [CH:1]([CH:9]1[C:14](=[O:15])[N:23]([CH:21]2[CH2:22][C:17]([CH3:26])([CH3:16])[NH:18][C:19]([CH3:25])([CH3:24])[CH2:20]2)[C:11](=[O:13])[CH2:10]1)=[CH:2][CH2:3][CH2:4][CH2:5][CH2:6][CH2:7][CH3:8]. (4) Given the reactants C(C1[C:11]2[C:6](=[N:7][C:8](CC)=[CH:9][C:10]=2CC)N(C2C3C(=CC=CC=3)CC2)C=1/C=C/C(NC1CCOC(C)(C)C1)=O)#N.[C:38]([C:40]1[C:48]2[C:43](=[N:44][C:45]([CH2:51][CH3:52])=[CH:46][C:47]=2[CH2:49][CH3:50])[N:42]([CH:53]2[C:61]3[C:56](=[CH:57][CH:58]=[CH:59][CH:60]=3)[CH2:55][CH2:54]2)[C:41]=1/[CH:62]=[CH:63]/[C:64]([NH:66]C1C=NC=CC=1)=[O:65])#[N:39].C(C1C2C(=NC(CC)=CC=2CC)N(C2C3C(=CC=CC=3)CC2)C=1/C=C/C(O)=O)#N.NC1C=CN=CC=1, predict the reaction product. The product is: [C:38]([C:40]1[C:48]2[C:43](=[N:44][C:45]([CH2:51][CH3:52])=[CH:46][C:47]=2[CH2:49][CH3:50])[N:42]([CH:53]2[C:61]3[C:56](=[CH:57][CH:58]=[CH:59][CH:60]=3)[CH2:55][CH2:54]2)[C:41]=1/[CH:62]=[CH:63]/[C:64]([NH:66][C:10]1[CH:9]=[CH:8][N:7]=[CH:6][CH:11]=1)=[O:65])#[N:39]. (5) Given the reactants Br[C:2]1[CH:3]=[CH:4][C:5](=[O:23])[N:6]([CH2:8][CH2:9][O:10][C:11]2[C:20]3[C:15](=[CH:16][C:17]([O:21][CH3:22])=[CH:18][CH:19]=3)[N:14]=[CH:13][CH:12]=2)[CH:7]=1.[S:24]1[CH:28]=[CH:27][CH:26]=[C:25]1B(O)O.C([O-])([O-])=O.[Na+].[Na+], predict the reaction product. The product is: [CH3:22][O:21][C:17]1[CH:16]=[C:15]2[C:20]([C:11]([O:10][CH2:9][CH2:8][N:6]3[CH:7]=[C:2]([C:25]4[S:24][CH:28]=[CH:27][CH:26]=4)[CH:3]=[CH:4][C:5]3=[O:23])=[CH:12][CH:13]=[N:14]2)=[CH:19][CH:18]=1. (6) Given the reactants [NH2:1][C:2]1[CH:3]=[C:4]([C:12]2[O:13][C:14]3[CH:20]=[CH:19][C:18]([F:21])=[CH:17][C:15]=3[N:16]=2)[C:5]([NH:8][CH2:9][CH2:10][CH3:11])=[CH:6][CH:7]=1.[CH:22]1[C:27]([C:28]([OH:30])=[O:29])=[CH:26][C:25]2[C:31]([O:33][C:34](=O)[C:24]=2[CH:23]=1)=[O:32], predict the reaction product. The product is: [F:21][C:18]1[CH:19]=[CH:20][C:14]2[O:13][C:12]([C:4]3[CH:3]=[C:2]([N:1]4[C:31](=[O:32])[C:25]5[C:24](=[CH:23][CH:22]=[C:27]([C:28]([OH:30])=[O:29])[CH:26]=5)[C:34]4=[O:33])[CH:7]=[CH:6][C:5]=3[NH:8][CH2:9][CH2:10][CH3:11])=[N:16][C:15]=2[CH:17]=1.